This data is from Forward reaction prediction with 1.9M reactions from USPTO patents (1976-2016). The task is: Predict the product of the given reaction. (1) Given the reactants [Cl:1][C:2]1[CH:10]=[CH:9][C:8]2[NH:7][C:6]3[CH2:11][CH2:12][N:13]([CH3:15])[CH2:14][C:5]=3[C:4]=2[CH:3]=1.N1CCC[C@H]1C(O)=O.P([O-])([O-])([O-])=O.[K+].[K+].[K+].Br[CH:33]=[C:34]([C:36]1[CH:41]=[CH:40][CH:39]=[CH:38][C:37]=1[Cl:42])[CH3:35], predict the reaction product. The product is: [Cl:1][C:2]1[CH:10]=[CH:9][C:8]2[N:7](/[CH:33]=[C:34](\[C:36]3[CH:41]=[CH:40][CH:39]=[CH:38][C:37]=3[Cl:42])/[CH3:35])[C:6]3[CH2:11][CH2:12][N:13]([CH3:15])[CH2:14][C:5]=3[C:4]=2[CH:3]=1. (2) Given the reactants C(OC(=O)[NH:7][C:8]1[CH:13]=[C:12]([O:14][CH2:15][CH2:16][N:17]2[CH2:22][CH2:21][O:20][CH2:19][CH2:18]2)[C:11]([O:23][CH3:24])=[C:10]([O:25][CH3:26])[CH:9]=1)(C)(C)C, predict the reaction product. The product is: [CH3:26][O:25][C:10]1[CH:9]=[C:8]([NH2:7])[CH:13]=[C:12]([O:14][CH2:15][CH2:16][N:17]2[CH2:18][CH2:19][O:20][CH2:21][CH2:22]2)[C:11]=1[O:23][CH3:24]. (3) Given the reactants [CH3:1][O:2][C:3]([C:5]1[CH:15]=[C:14]([O:16]C)[C:8]2[CH2:9][C:10]([CH3:13])([CH3:12])[O:11][C:7]=2[CH:6]=1)=[O:4].COC(C1C=C(OC)C=C2OC(C)(C)CC=12)=O.B(Br)(Br)Br, predict the reaction product. The product is: [CH3:1][O:2][C:3]([C:5]1[CH:15]=[C:14]([OH:16])[C:8]2[CH2:9][C:10]([CH3:13])([CH3:12])[O:11][C:7]=2[CH:6]=1)=[O:4]. (4) Given the reactants N1(O[C:11]2[N:16]=[C:15]([NH:17][C:18]3[CH:26]=[CH:25][CH:24]=[C:23]4[C:19]=3[CH:20]=[CH:21][N:22]4[CH3:27])[C:14]([C:28]([NH2:30])=[O:29])=[CH:13][N:12]=2)C2C=CC=CC=2N=N1.[C:31]([NH:34][C:35]1[CH:36]=[C:37]([CH:39]=[CH:40][CH:41]=1)[NH2:38])(=[O:33])[CH3:32].CC1C=CC(S(O)(=O)=O)=CC=1, predict the reaction product. The product is: [C:31]([NH:34][C:35]1[CH:36]=[C:37]([NH:38][C:11]2[N:16]=[C:15]([NH:17][C:18]3[CH:26]=[CH:25][CH:24]=[C:23]4[C:19]=3[CH:20]=[CH:21][N:22]4[CH3:27])[C:14]([C:28]([NH2:30])=[O:29])=[CH:13][N:12]=2)[CH:39]=[CH:40][CH:41]=1)(=[O:33])[CH3:32]. (5) The product is: [Br:25][C:26]1[CH:27]=[C:28]([CH:32]=[CH:33][CH:34]=1)[C:29]([NH:1][C:2]1[CH:7]=[CH:6][C:5]2=[N:8][C:9]([C:11]3[CH:12]=[CH:13][C:14]([CH3:24])=[C:15]([NH:17][C:18](=[O:23])[C:19]([CH3:20])([CH3:21])[CH3:22])[CH:16]=3)=[CH:10][N:4]2[N:3]=1)=[O:30]. Given the reactants [NH2:1][C:2]1[CH:7]=[CH:6][C:5]2=[N:8][C:9]([C:11]3[CH:12]=[CH:13][C:14]([CH3:24])=[C:15]([NH:17][C:18](=[O:23])[C:19]([CH3:22])([CH3:21])[CH3:20])[CH:16]=3)=[CH:10][N:4]2[N:3]=1.[Br:25][C:26]1[CH:27]=[C:28]([CH:32]=[CH:33][CH:34]=1)[C:29](Cl)=[O:30].N1C=CC=CC=1, predict the reaction product. (6) Given the reactants [NH:1]1[C:9]2[C:4](=[CH:5][C:6]([C:10]#[N:11])=[CH:7][CH:8]=2)[CH:3]=[N:2]1.[OH-].[K+].[I:14]I, predict the reaction product. The product is: [I:14][C:3]1[C:4]2[C:9](=[CH:8][CH:7]=[C:6]([C:10]#[N:11])[CH:5]=2)[NH:1][N:2]=1.